This data is from NCI-60 drug combinations with 297,098 pairs across 59 cell lines. The task is: Regression. Given two drug SMILES strings and cell line genomic features, predict the synergy score measuring deviation from expected non-interaction effect. (1) Drug 1: C1=CC(=CC=C1CC(C(=O)O)N)N(CCCl)CCCl.Cl. Drug 2: C1CC(C1)(C(=O)O)C(=O)O.[NH2-].[NH2-].[Pt+2]. Cell line: SF-539. Synergy scores: CSS=33.5, Synergy_ZIP=-11.3, Synergy_Bliss=-3.54, Synergy_Loewe=-3.37, Synergy_HSA=-2.37. (2) Drug 1: C1CCC(C1)C(CC#N)N2C=C(C=N2)C3=C4C=CNC4=NC=N3. Drug 2: C1=NC2=C(N1)C(=S)N=CN2. Cell line: NCI-H522. Synergy scores: CSS=22.0, Synergy_ZIP=-10.2, Synergy_Bliss=-14.0, Synergy_Loewe=-32.7, Synergy_HSA=-13.1. (3) Drug 1: CC1C(C(CC(O1)OC2CC(CC3=C2C(=C4C(=C3O)C(=O)C5=C(C4=O)C(=CC=C5)OC)O)(C(=O)C)O)N)O.Cl. Drug 2: COC1=NC(=NC2=C1N=CN2C3C(C(C(O3)CO)O)O)N. Cell line: OVCAR-4. Synergy scores: CSS=0.0970, Synergy_ZIP=0.250, Synergy_Bliss=1.26, Synergy_Loewe=-5.98, Synergy_HSA=-1.30. (4) Drug 1: C1CCC(CC1)NC(=O)N(CCCl)N=O. Drug 2: N.N.Cl[Pt+2]Cl. Cell line: CAKI-1. Synergy scores: CSS=20.0, Synergy_ZIP=-7.21, Synergy_Bliss=-4.71, Synergy_Loewe=-1.94, Synergy_HSA=-0.907. (5) Drug 1: C1=CN(C(=O)N=C1N)C2C(C(C(O2)CO)O)O.Cl. Drug 2: CC1=C(C(CCC1)(C)C)C=CC(=CC=CC(=CC(=O)O)C)C. Cell line: NCI-H226. Synergy scores: CSS=12.8, Synergy_ZIP=-4.09, Synergy_Bliss=-2.29, Synergy_Loewe=-3.42, Synergy_HSA=0.392. (6) Drug 1: CC(CN1CC(=O)NC(=O)C1)N2CC(=O)NC(=O)C2. Drug 2: CN(CCCl)CCCl.Cl. Cell line: MOLT-4. Synergy scores: CSS=64.9, Synergy_ZIP=0.770, Synergy_Bliss=1.84, Synergy_Loewe=-0.773, Synergy_HSA=3.01. (7) Drug 1: CC1C(C(CC(O1)OC2CC(CC3=C2C(=C4C(=C3O)C(=O)C5=C(C4=O)C(=CC=C5)OC)O)(C(=O)CO)O)N)O.Cl. Drug 2: CC1=C(N=C(N=C1N)C(CC(=O)N)NCC(C(=O)N)N)C(=O)NC(C(C2=CN=CN2)OC3C(C(C(C(O3)CO)O)O)OC4C(C(C(C(O4)CO)O)OC(=O)N)O)C(=O)NC(C)C(C(C)C(=O)NC(C(C)O)C(=O)NCCC5=NC(=CS5)C6=NC(=CS6)C(=O)NCCC[S+](C)C)O. Cell line: RXF 393. Synergy scores: CSS=10.1, Synergy_ZIP=-4.72, Synergy_Bliss=1.58, Synergy_Loewe=-0.0162, Synergy_HSA=1.83.